This data is from Catalyst prediction with 721,799 reactions and 888 catalyst types from USPTO. The task is: Predict which catalyst facilitates the given reaction. Reactant: Cl[C:2]1[CH:7]=[CH:6][N:5]=[C:4]([CH2:8][CH3:9])[C:3]=1[C:10]#[C:11][C:12]1[CH:13]=[CH:14][C:15]([NH2:18])=[N:16][CH:17]=1.[CH:19]1([C:22]2[CH:27]=[CH:26][C:25](B(O)O)=[CH:24][N:23]=2)[CH2:21][CH2:20]1.C([O-])([O-])=O.[K+].[K+]. Product: [CH:19]1([C:22]2[N:23]=[CH:24][C:25]([C:2]3[CH:7]=[CH:6][N:5]=[C:4]([CH2:8][CH3:9])[C:3]=3[C:10]#[C:11][C:12]3[CH:13]=[CH:14][C:15]([NH2:18])=[N:16][CH:17]=3)=[CH:26][CH:27]=2)[CH2:21][CH2:20]1. The catalyst class is: 108.